From a dataset of Catalyst prediction with 721,799 reactions and 888 catalyst types from USPTO. Predict which catalyst facilitates the given reaction. Reactant: [CH3:1][O:2][C:3]1[CH:8]=[CH:7][CH:6]=[CH:5][C:4]=1[N:9]1[CH2:14][CH2:13][N:12]([CH2:15][CH2:16][C:17]([NH:19][NH:20][C:21]([NH:23][C:24]2[CH:29]=[CH:28][CH:27]=[CH:26][CH:25]=2)=[O:22])=O)[CH2:11][CH2:10]1.Cl. Product: [CH3:1][O:2][C:3]1[CH:8]=[CH:7][CH:6]=[CH:5][C:4]=1[N:9]1[CH2:14][CH2:13][N:12]([CH2:15][CH2:16][C:17]2[N:23]([C:24]3[CH:29]=[CH:28][CH:27]=[CH:26][CH:25]=3)[C:21](=[O:22])[NH:20][N:19]=2)[CH2:11][CH2:10]1. The catalyst class is: 74.